This data is from HIV replication inhibition screening data with 41,000+ compounds from the AIDS Antiviral Screen. The task is: Binary Classification. Given a drug SMILES string, predict its activity (active/inactive) in a high-throughput screening assay against a specified biological target. (1) The compound is COc1ccc(N2C(=O)C(=Cc3ccc(N(CCC#N)CCC#N)cc3)N=C2c2ccccc2)cc1. The result is 0 (inactive). (2) The molecule is O=S(Cc1ccccc1)C(=CNC(=S)Nc1ccccc1)c1ccccc1. The result is 0 (inactive). (3) The result is 0 (inactive). The drug is COc1ccc(CC(N)C(=O)NC2C(CO)OC(n3cnc4c(N(C)C)ncnc43)C2O)cc1. (4) The drug is CC(C)(C)OC(=O)Nc1nnc(S(N)(=O)=O)s1. The result is 1 (active).